From a dataset of Full USPTO retrosynthesis dataset with 1.9M reactions from patents (1976-2016). Predict the reactants needed to synthesize the given product. (1) Given the product [CH3:16][C@@H:17]([NH:22][CH2:11][C:10]1[CH:13]=[CH:14][C:7]([C:5]#[N:6])=[CH:8][CH:9]=1)[C:18]([F:21])([F:20])[F:19], predict the reactants needed to synthesize it. The reactants are: C([BH3-])#N.[Na+].[C:5]([C:7]1[CH:14]=[CH:13][C:10]([CH:11]=O)=[CH:9][CH:8]=1)#[N:6].Cl.[CH3:16][C@@H:17]([NH2:22])[C:18]([F:21])([F:20])[F:19].C(O)(=O)C. (2) Given the product [CH2:10]([O:12][CH2:13][C:14]1[N:15]([CH2:26][CH2:27][CH:28]2[CH2:29][CH2:30][N:31]([C:7]([N:1]3[CH2:6][CH2:5][O:4][CH2:3][CH2:2]3)=[O:8])[CH2:32][CH2:33]2)[C:16]2[C:21]([CH3:22])=[C:20]([CH3:23])[N:19]=[C:18]([NH2:24])[C:17]=2[N:25]=1)[CH3:11], predict the reactants needed to synthesize it. The reactants are: [N:1]1([C:7](Cl)=[O:8])[CH2:6][CH2:5][O:4][CH2:3][CH2:2]1.[CH2:10]([O:12][CH2:13][C:14]1[N:15]([CH2:26][CH2:27][CH:28]2[CH2:33][CH2:32][NH:31][CH2:30][CH2:29]2)[C:16]2[C:21]([CH3:22])=[C:20]([CH3:23])[N:19]=[C:18]([NH2:24])[C:17]=2[N:25]=1)[CH3:11]. (3) Given the product [OH:3][CH2:4][CH2:5][O:6][C:7]1[CH:8]=[C:9]2[C:13](=[C:14]([N:16]([CH3:26])[S:17]([C:20]3[CH:25]=[CH:24][CH:23]=[CH:22][N:21]=3)(=[O:18])=[O:19])[CH:15]=1)[NH:12][C:11]([C:27]1[S:28][CH:29]([CH2:32][N:33]3[CH2:38][CH2:37][S:36][CH2:35][CH2:34]3)[CH2:30][N:31]=1)=[CH:10]2, predict the reactants needed to synthesize it. The reactants are: C([O:3][C:4](=O)[CH2:5][O:6][C:7]1[CH:8]=[C:9]2[C:13](=[C:14]([N:16]([CH3:26])[S:17]([C:20]3[CH:25]=[CH:24][CH:23]=[CH:22][N:21]=3)(=[O:19])=[O:18])[CH:15]=1)[NH:12][C:11]([C:27]1[S:28][CH:29]([CH2:32][N:33]3[CH2:38][CH2:37][S:36][CH2:35][CH2:34]3)[CH2:30][N:31]=1)=[CH:10]2)C.[BH4-].[Li+].Cl.C(=O)([O-])O.[Na+]. (4) Given the product [N+:1]([C:4]1[O:8][C:7]([CH2:9][NH:10][C:11]2[CH:12]=[CH:13][C:14]([N:17]3[CH2:22][CH2:21][CH:20]([C:23]4[O:27][C:26](=[O:28])[NH:25][N:24]=4)[CH2:19][CH2:18]3)=[CH:15][CH:16]=2)=[CH:6][CH:5]=1)([O-:3])=[O:2], predict the reactants needed to synthesize it. The reactants are: [N+:1]([C:4]1[O:8][C:7](/[CH:9]=[N:10]/[C:11]2[CH:16]=[CH:15][C:14]([N:17]3[CH2:22][CH2:21][CH:20]([C:23]4[O:27][C:26](=[O:28])[NH:25][N:24]=4)[CH2:19][CH2:18]3)=[CH:13][CH:12]=2)=[CH:6][CH:5]=1)([O-:3])=[O:2].C([BH3-])#N.[Na+].C(=O)(O)[O-].[Na+]. (5) The reactants are: [N-:1]=[N+:2]=[N-:3].[Na+].[Si](Cl)(Cl)(Cl)Cl.[CH3:10][O:11][C:12]1[CH:17]=[CH:16][CH:15]=[CH:14][C:13]=1[CH2:18][C:19]([NH:21][C:22]1[CH:27]=[CH:26][C:25]([N+:28]([O-:30])=[O:29])=[CH:24][N:23]=1)=O.C(=O)([O-])O.[Na+]. Given the product [CH3:10][O:11][C:12]1[CH:17]=[CH:16][CH:15]=[CH:14][C:13]=1[CH2:18][C:19]1[N:21]([C:22]2[CH:27]=[CH:26][C:25]([N+:28]([O-:30])=[O:29])=[CH:24][N:23]=2)[N:3]=[N:2][N:1]=1, predict the reactants needed to synthesize it. (6) Given the product [CH2:15]([I:14])[CH3:16].[CH2:1]([O:3][C:4](=[O:13])[CH2:5][C:6]1[CH:7]=[N+:8]([O-:12])[CH:9]=[CH:10][CH:11]=1)[CH3:2], predict the reactants needed to synthesize it. The reactants are: [CH2:1]([O:3][C:4](=[O:13])[CH2:5][C:6]1[CH:7]=[N+:8]([O-:12])[CH:9]=[CH:10][CH:11]=1)[CH3:2].[I:14][CH2:15][CH3:16].CO. (7) Given the product [Cl:1][C:2]1[N:7]=[C:6]([C:18]#[N:19])[C:5]([C:9]([F:12])([F:11])[F:10])=[CH:4][C:3]=1[CH3:13], predict the reactants needed to synthesize it. The reactants are: [Cl:1][C:2]1[N+:7]([O-])=[CH:6][C:5]([C:9]([F:12])([F:11])[F:10])=[CH:4][C:3]=1[CH3:13].C[Si]([C:18]#[N:19])(C)C.CCN(CC)CC.C([O-])(O)=O.[Na+]. (8) Given the product [Br:1][C:2]1[C:3]([F:34])=[CH:4][C:5]2[CH:11]3[CH2:10][CH:9]([CH2:12]3)[N:8]3[C:13]([CH:20]([OH:32])[C:21]4[N:25]([CH:26]5[CH2:31][CH2:30][CH2:29][CH2:28][O:27]5)[N:24]=[CH:23][CH:22]=4)=[C:14]([C:16]([NH2:40])=[O:18])[N:15]=[C:7]3[C:6]=2[CH:33]=1, predict the reactants needed to synthesize it. The reactants are: [Br:1][C:2]1[C:3]([F:34])=[CH:4][C:5]2[CH:11]3[CH2:12][CH:9]([CH2:10]3)[N:8]3[C:13]([CH:20]([OH:32])[C:21]4[N:25]([CH:26]5[CH2:31][CH2:30][CH2:29][CH2:28][O:27]5)[N:24]=[CH:23][CH:22]=4)=[C:14]([C:16]([O:18]C)=O)[N:15]=[C:7]3[C:6]=2[CH:33]=1.C[O-].[Na+].C([NH2:40])=O.